Dataset: Forward reaction prediction with 1.9M reactions from USPTO patents (1976-2016). Task: Predict the product of the given reaction. (1) Given the reactants C(OC(=O)[NH:7][C:8]([C:10]1[S:11][C:12]([S:25][CH3:26])=[C:13]([S:15]([C:18]2[CH:23]=[CH:22][CH:21]=[C:20](Br)[CH:19]=2)(=[O:17])=[O:16])[CH:14]=1)=[NH:9])(C)(C)C.C([O:32][C:33](=[O:53])[CH2:34][O:35][CH2:36][C:37]1[CH:42]=[CH:41][C:40](C)=[C:39](B2OC(C)(C)C(C)(C)O2)[CH:38]=1)(C)(C)C.[C:54]([O-])([O-])=O.[Na+].[Na+].[C:60]([OH:66])([C:62]([F:65])([F:64])[F:63])=[O:61].C(Cl)Cl, predict the reaction product. The product is: [F:63][C:62]([F:65])([F:64])[C:60]([OH:66])=[O:61].[C:8]([C:10]1[S:11][C:12]([S:25][CH3:26])=[C:13]([S:15]([C:18]2[CH:19]=[C:20]([C:38]3[C:39]([CH3:54])=[CH:40][CH:41]=[CH:42][C:37]=3[CH2:36][O:35][CH2:34][C:33]([OH:32])=[O:53])[CH:21]=[CH:22][CH:23]=2)(=[O:17])=[O:16])[CH:14]=1)(=[NH:9])[NH2:7]. (2) Given the reactants C[Li].C([O:5][CH2:6][CH3:7])C.[CH:8]([C@H:11]1[CH2:15][CH2:14][C@@:13](C)([C:16](O)=O)[CH2:12]1)([CH3:10])[CH3:9].Cl[Si](C)(C)C, predict the reaction product. The product is: [CH:8]([C@H:11]1[CH2:15][CH2:14][C@:13]([C:6](=[O:5])[CH3:7])([CH3:16])[CH2:12]1)([CH3:10])[CH3:9].